This data is from Reaction yield outcomes from USPTO patents with 853,638 reactions. The task is: Predict the reaction yield, written as a fraction of the theoretical maximum amount of product (1.0 means a 100% yield; for example, 0.34 means a 34% yield). (1) The reactants are C1(C[O:8][C:9]([N:11]2[CH2:16][CH2:15][N:14]([C:17]([O:19][CH2:20][C:21]3[CH:26]=[CH:25][CH:24]=[CH:23][CH:22]=3)=[O:18])[CH2:13][CH:12]2[C:27](O)([CH3:29])[CH3:28])=[O:10])C=CC=CC=1.[H-].[Na+]. The catalyst is CN(C)C=O.C(OCC)(=O)C. The product is [C:21]1([CH2:20][O:19][C:17]([N:14]2[CH2:15][CH2:16][N:11]3[C:9](=[O:8])[O:10][C:27]([CH3:29])([CH3:28])[CH:12]3[CH2:13]2)=[O:18])[CH:22]=[CH:23][CH:24]=[CH:25][CH:26]=1. The yield is 0.760. (2) The reactants are Cl[C:2]1[N:7]=[C:6]([NH:8][C:9]([C:11]2([C:14]3[CH:24]=[CH:23][C:17]4[O:18][C:19]([F:22])([F:21])[O:20][C:16]=4[CH:15]=3)[CH2:13][CH2:12]2)=[O:10])[CH:5]=[CH:4][C:3]=1[CH3:25].[CH3:26][O:27][C:28]1[C:33]([CH3:34])=[CH:32][C:31](B2OC(C)(C)C(C)(C)O2)=[CH:30][N:29]=1.C(=O)([O-])[O-].[Na+].[Na+]. The catalyst is COCCOC.C(OCC)(=O)C.C1C=CC([P]([Pd]([P](C2C=CC=CC=2)(C2C=CC=CC=2)C2C=CC=CC=2)([P](C2C=CC=CC=2)(C2C=CC=CC=2)C2C=CC=CC=2)[P](C2C=CC=CC=2)(C2C=CC=CC=2)C2C=CC=CC=2)(C2C=CC=CC=2)C2C=CC=CC=2)=CC=1. The product is [F:21][C:19]1([F:22])[O:18][C:17]2[CH:23]=[CH:24][C:14]([C:11]3([C:9]([NH:8][C:6]4[N:7]=[C:2]([C:31]5[CH:30]=[N:29][C:28]([O:27][CH3:26])=[C:33]([CH3:34])[CH:32]=5)[C:3]([CH3:25])=[CH:4][CH:5]=4)=[O:10])[CH2:13][CH2:12]3)=[CH:15][C:16]=2[O:20]1. The yield is 0.510.